From a dataset of Forward reaction prediction with 1.9M reactions from USPTO patents (1976-2016). Predict the product of the given reaction. (1) Given the reactants C(O)(=O)C.[CH3:5][O:6][C:7]1[CH:12]=[CH:11][C:10]([NH2:13])=[CH:9][CH:8]=1.Cl[C:15]1[N:20]=[CH:19][CH:18]=[CH:17][N:16]=1.[OH-].[Na+], predict the reaction product. The product is: [CH3:5][O:6][C:7]1[CH:12]=[CH:11][C:10]([NH:13][C:15]2[N:20]=[CH:19][CH:18]=[CH:17][N:16]=2)=[CH:9][CH:8]=1. (2) Given the reactants [CH2:1]([N:8]1[CH:16]=[C:15]2[C:10]([CH:11]=[C:12]([C:17]3[CH:18]=[C:19]([C:27]4[CH:32]=[CH:31][C:30]([CH2:33]Br)=[CH:29][CH:28]=4)[N:20]4[C:25]=3[C:24]([NH2:26])=[N:23][CH:22]=[N:21]4)[CH:13]=[CH:14]2)=[N:9]1)[C:2]1[CH:7]=[CH:6][CH:5]=[CH:4][CH:3]=1.[CH2:35]([N:37]1[CH2:42][CH2:41][NH:40][CH2:39][CH2:38]1)[CH3:36], predict the reaction product. The product is: [CH2:1]([N:8]1[CH:16]=[C:15]2[C:10]([CH:11]=[C:12]([C:17]3[CH:18]=[C:19]([C:27]4[CH:32]=[CH:31][C:30]([CH2:33][N:40]5[CH2:41][CH2:42][N:37]([CH2:35][CH3:36])[CH2:38][CH2:39]5)=[CH:29][CH:28]=4)[N:20]4[C:25]=3[C:24]([NH2:26])=[N:23][CH:22]=[N:21]4)[CH:13]=[CH:14]2)=[N:9]1)[C:2]1[CH:7]=[CH:6][CH:5]=[CH:4][CH:3]=1.